Dataset: Retrosynthesis with 50K atom-mapped reactions and 10 reaction types from USPTO. Task: Predict the reactants needed to synthesize the given product. (1) Given the product COc1ccccc1N1CCN(CC(=O)c2cccc3c(=O)c(C)c(-c4ccccc4)oc23)CC1, predict the reactants needed to synthesize it. The reactants are: COc1ccccc1N1CCNCC1.Cc1c(-c2ccccc2)oc2c(C(=O)CBr)cccc2c1=O. (2) Given the product COc1cc(OC)nc(-n2c(=S)[nH]c3cc(C(=O)NCc4cccc(N(C)C)c4)ccc3c2=O)n1, predict the reactants needed to synthesize it. The reactants are: CN(C)c1cccc(CN)c1.COc1cc(OC)nc(-n2c(=S)[nH]c3cc(C(=O)O)ccc3c2=O)n1. (3) Given the product Nc1nnc(Oc2cc(F)cc(F)c2)c(-c2ccccc2)n1, predict the reactants needed to synthesize it. The reactants are: Nc1nnc(Br)c(-c2ccccc2)n1.Oc1cc(F)cc(F)c1. (4) Given the product N#CC(CCCCl)(C(=O)NN)c1ccccc1, predict the reactants needed to synthesize it. The reactants are: CCOC(=O)C(C#N)(CCCCl)c1ccccc1.NN. (5) Given the product COc1c(B2OC(C)(C)C(C)(C)O2)cccc1[N+](=O)[O-], predict the reactants needed to synthesize it. The reactants are: CC1(C)OB(B2OC(C)(C)C(C)(C)O2)OC1(C)C.COc1c(Br)cccc1[N+](=O)[O-]. (6) Given the product O=[N+]([O-])c1cc(I)ccc1Nc1cccc(-c2ccccn2)c1, predict the reactants needed to synthesize it. The reactants are: Nc1cccc(-c2ccccn2)c1.O=[N+]([O-])c1cc(I)ccc1F. (7) Given the product CN(C)CCCOc1ccccc1CC(=O)N1C[C@@H]2[C@@H](O)CCC(c3ccccc3)(c3ccccc3)[C@@H]2C1, predict the reactants needed to synthesize it. The reactants are: CN(C)CCCOc1ccccc1CC(=O)O.O[C@H]1CCC(c2ccccc2)(c2ccccc2)[C@@H]2CNC[C@H]12.